From a dataset of CYP2C9 inhibition data for predicting drug metabolism from PubChem BioAssay. Regression/Classification. Given a drug SMILES string, predict its absorption, distribution, metabolism, or excretion properties. Task type varies by dataset: regression for continuous measurements (e.g., permeability, clearance, half-life) or binary classification for categorical outcomes (e.g., BBB penetration, CYP inhibition). Dataset: cyp2c9_veith. (1) The molecule is CCNc1ncc2ncc(=O)n(Cc3cccc(OC)c3)c2n1. The result is 1 (inhibitor). (2) The drug is O=C(O)c1cccnc1SCC(=O)N1CCCCCC1. The result is 0 (non-inhibitor). (3) The compound is N[C@H](C(=O)O)[C@@H]1[C@@H](C(=O)O)C1(F)F. The result is 0 (non-inhibitor). (4) The compound is Nc1nc(-c2cccnc2)cc(-c2cc(-c3cccnc3)nc(N)n2)n1. The result is 0 (non-inhibitor). (5) The molecule is CC(C)(C)c1ccc(C(=O)NCCC(=O)NCc2ccco2)cc1. The result is 1 (inhibitor). (6) The drug is Clc1ccc(/C=N/Nc2nnc(-c3ncc[nH]3)c3ccccc23)cc1. The result is 1 (inhibitor).